Dataset: TCR-epitope binding with 47,182 pairs between 192 epitopes and 23,139 TCRs. Task: Binary Classification. Given a T-cell receptor sequence (or CDR3 region) and an epitope sequence, predict whether binding occurs between them. (1) The epitope is ITEEVGHTDLMAAY. The TCR CDR3 sequence is CASSLGPSETQYF. Result: 1 (the TCR binds to the epitope). (2) The epitope is IPRRNVATL. The TCR CDR3 sequence is CASSPVAGLTLYLEAFF. Result: 0 (the TCR does not bind to the epitope). (3) The epitope is AYILFTRFFYV. The TCR CDR3 sequence is CASSPGPMNTEAFF. Result: 0 (the TCR does not bind to the epitope).